This data is from Forward reaction prediction with 1.9M reactions from USPTO patents (1976-2016). The task is: Predict the product of the given reaction. Given the reactants [F:1][C:2]([F:15])([F:14])[C:3]1[CH:8]=[CH:7][C:6]([C:9](=O)[CH2:10][CH2:11][CH3:12])=[CH:5][CH:4]=1.Cl.[NH2:17]O, predict the reaction product. The product is: [F:1][C:2]([F:15])([F:14])[C:3]1[CH:8]=[CH:7][C:6]([CH:9]([NH2:17])[CH2:10][CH2:11][CH3:12])=[CH:5][CH:4]=1.